From a dataset of Forward reaction prediction with 1.9M reactions from USPTO patents (1976-2016). Predict the product of the given reaction. (1) Given the reactants [C:1]([C:3]1[CH:4]=[C:5]([C:12]([OH:14])=O)[CH:6]=[N:7][C:8]=1[O:9][CH2:10][CH3:11])#[N:2].CN(C(ON1N=NC2C=CC=NC1=2)=[N+](C)C)C.F[P-](F)(F)(F)(F)F.CCN(C(C)C)C(C)C.O[NH:49][C:50](=[NH:69])[C:51]1[CH:68]=[CH:67][C:54]2[CH2:55][CH2:56][N:57]([C:60]([O:62][C:63]([CH3:66])([CH3:65])[CH3:64])=[O:61])[CH2:58][CH2:59][C:53]=2[CH:52]=1, predict the reaction product. The product is: [C:1]([C:3]1[CH:4]=[C:5]([C:12]2[O:14][N:49]=[C:50]([C:51]3[CH:68]=[CH:67][C:54]4[CH2:55][CH2:56][N:57]([C:60]([O:62][C:63]([CH3:64])([CH3:65])[CH3:66])=[O:61])[CH2:58][CH2:59][C:53]=4[CH:52]=3)[N:69]=2)[CH:6]=[N:7][C:8]=1[O:9][CH2:10][CH3:11])#[N:2]. (2) Given the reactants [CH2:1]1[O:5][CH:4]([CH:6]([OH:9])[CH2:7][OH:8])[C@@H:3]([OH:10])[CH:2]1[OH:11].[C:12](OC)(=[O:30])[CH2:13][CH2:14][CH2:15][CH2:16][CH2:17][CH2:18][CH2:19][CH2:20][CH2:21][CH2:22][CH2:23][CH2:24][CH2:25][CH2:26][CH2:27][CH2:28][CH3:29].CO.C[O-].[Na+].[PH2]([O-])=O.[Na+], predict the reaction product. The product is: [CH3:29][CH2:28][CH2:27][CH2:26][CH2:25][CH2:24][CH2:23][CH2:22][CH2:21][CH2:20][CH2:19][CH2:18][CH2:17][CH2:16][CH2:15][CH2:14][CH2:13][C:12]([O:8][CH2:7][CH:6]([OH:9])[C@H:4]1[O:5][CH2:1][C@H:2]([OH:11])[C@H:3]1[OH:10])=[O:30]. (3) Given the reactants [NH2:1][C:2]1[C:3]([O:13][CH3:14])=[C:4]([F:12])[C:5]([F:11])=[C:6]([CH:10]=1)[C:7]([NH2:9])=[O:8].C(OC1C=CC(C(N)=O)=CC=1N=[C:29]=[S:30])(C)C, predict the reaction product. The product is: [F:11][C:5]1[C:4]([F:12])=[C:3]([O:13][CH3:14])[C:2]([N:1]=[C:29]=[S:30])=[CH:10][C:6]=1[C:7]([NH2:9])=[O:8]. (4) Given the reactants [F:1][CH:2]([F:36])[O:3][C:4]1[CH:33]=[CH:32][C:7]([CH2:8][C:9]2[NH:10][C:11](=[O:31])[C:12]3[N:13]=[CH:14][N:15]([CH:18]([CH:28]([OH:30])[CH3:29])[CH2:19][CH2:20][CH2:21][C:22]4[CH:27]=[CH:26][CH:25]=[CH:24][CH:23]=4)[C:16]=3[N:17]=2)=[CH:6][C:5]=1[O:34][CH3:35].C(N(CC)CC)C.[OH-].[Na+], predict the reaction product. The product is: [C:28]([CH:18]([N:15]1[CH:14]=[N:13][C:12]2[C:11](=[O:31])[NH:10][C:9]([CH2:8][C:7]3[CH:32]=[CH:33][C:4]([O:3][CH:2]([F:36])[F:1])=[C:5]([O:34][CH3:35])[CH:6]=3)=[N:17][C:16]1=2)[CH2:19][CH2:20][CH2:21][C:22]1[CH:27]=[CH:26][CH:25]=[CH:24][CH:23]=1)(=[O:30])[CH3:29]. (5) Given the reactants C(OC(=O)[NH:7][CH:8]1[CH2:13][CH2:12][CH2:11][N:10]([CH2:14][C:15]2[CH:20]=[CH:19][CH:18]=[CH:17][C:16]=2[C:21]([N:23]2[CH2:37][C:26]3=[C:27]4[N:32]([N:33]=[C:25]3[CH2:24]2)[C:31]([CH3:34])=[C:30]([Cl:35])[C:29]([CH3:36])=[N:28]4)=[O:22])[CH2:9]1)(C)(C)C.Cl.O1CCOCC1, predict the reaction product. The product is: [NH2:7][CH:8]1[CH2:13][CH2:12][CH2:11][N:10]([CH2:14][C:15]2[CH:20]=[CH:19][CH:18]=[CH:17][C:16]=2[C:21]([N:23]2[CH2:37][C:26]3=[C:27]4[N:32]([N:33]=[C:25]3[CH2:24]2)[C:31]([CH3:34])=[C:30]([Cl:35])[C:29]([CH3:36])=[N:28]4)=[O:22])[CH2:9]1. (6) Given the reactants [CH3:1][O:2][C:3]1[CH:10]=[CH:9][C:6]([CH:7]=O)=[CH:5][CH:4]=1.Cl.[S:12]([C:16]1[CH:21]=[CH:20][C:19]([NH:22][NH2:23])=[CH:18][CH:17]=1)(=[O:15])(=[O:14])[NH2:13], predict the reaction product. The product is: [S:12]([C:16]1[CH:17]=[CH:18][C:19]([NH:22][N:23]=[CH:7][C:6]2[CH:9]=[CH:10][C:3]([O:2][CH3:1])=[CH:4][CH:5]=2)=[CH:20][CH:21]=1)(=[O:15])(=[O:14])[NH2:13]. (7) Given the reactants [F:1][C:2]1[CH:7]=[CH:6][C:5]([N:8]2[C:16]3[C:11](=[CH:12][C:13]([O:17][C@H:18]([C:22]4[CH:27]=[CH:26][CH:25]=[C:24]([O:28][CH3:29])[CH:23]=4)[C@@H:19]([NH2:21])[CH3:20])=[CH:14][CH:15]=3)[CH:10]=[N:9]2)=[CH:4][CH:3]=1.[CH3:30][O:31][C:32]1[CH:36]=[CH:35][S:34][C:33]=1[C:37](O)=[O:38], predict the reaction product. The product is: [F:1][C:2]1[CH:3]=[CH:4][C:5]([N:8]2[C:16]3[C:11](=[CH:12][C:13]([O:17][C@H:18]([C:22]4[CH:27]=[CH:26][CH:25]=[C:24]([O:28][CH3:29])[CH:23]=4)[C@@H:19]([NH:21][C:37]([C:33]4[S:34][CH:35]=[CH:36][C:32]=4[O:31][CH3:30])=[O:38])[CH3:20])=[CH:14][CH:15]=3)[CH:10]=[N:9]2)=[CH:6][CH:7]=1. (8) Given the reactants C([BH3-])#N.[Na+].[Br:5][C:6]1[CH:7]=[C:8]([N:12]2[C:20]3[CH2:19][CH2:18][NH:17][CH2:16][C:15]=3[C:14]([C:21]([O:23][CH2:24][CH3:25])=[O:22])=[N:13]2)[CH:9]=[CH:10][CH:11]=1.[O:26]1[CH2:29][C:28](=O)[CH2:27]1.C(O)(=O)C, predict the reaction product. The product is: [Br:5][C:6]1[CH:7]=[C:8]([N:12]2[C:20]3[CH2:19][CH2:18][N:17]([CH:28]4[CH2:29][O:26][CH2:27]4)[CH2:16][C:15]=3[C:14]([C:21]([O:23][CH2:24][CH3:25])=[O:22])=[N:13]2)[CH:9]=[CH:10][CH:11]=1. (9) Given the reactants NCCCC(NC1C=[C:10]2[C:15](=[CH:16][CH:17]=1)[N:14]=[CH:13][N:12]=[C:11]2NC1C=CC(OCC2C=CC=C(F)C=2)=C([Cl:34])C=1)=O.[N:35]1[CH:40]=CC=C[CH:36]=1, predict the reaction product. The product is: [ClH:34].[CH3:36][N:35]([CH3:40])[CH2:17][CH2:16][CH2:15][N:14]=[C:13]=[N:12][CH2:11][CH3:10].